This data is from Forward reaction prediction with 1.9M reactions from USPTO patents (1976-2016). The task is: Predict the product of the given reaction. (1) Given the reactants [CH3:1][C:2]1[CH:7]=[CH:6][CH:5]=[C:4]([N+:8]([O-:10])=[O:9])[C:3]=1[OH:11].[H-].[Na+].[C:14]([O:18][C:19]([N:21]1[C@H:25]([C:26]([O:28][CH2:29][C:30]2[CH:35]=[CH:34][CH:33]=[CH:32][CH:31]=2)=[O:27])[CH2:24]OS1(=O)=O)=[O:20])([CH3:17])([CH3:16])[CH3:15], predict the reaction product. The product is: [CH2:29]([O:28][C:26](=[O:27])[C@@H:25]([NH:21][C:19]([O:18][C:14]([CH3:17])([CH3:16])[CH3:15])=[O:20])[CH2:24][O:11][C:3]1[C:4]([N+:8]([O-:10])=[O:9])=[CH:5][CH:6]=[CH:7][C:2]=1[CH3:1])[C:30]1[CH:31]=[CH:32][CH:33]=[CH:34][CH:35]=1. (2) Given the reactants [Br:1][C:2]1[C:7]([NH:8][C:9](=[O:12])[CH2:10]Br)=[C:6]([Br:13])[CH:5]=[C:4]([CH3:14])[N:3]=1.[OH:15][CH2:16][CH2:17][N:18]1[CH2:23][CH2:22][NH:21][CH2:20][CH2:19]1.C(=O)([O-])[O-].[K+].[K+], predict the reaction product. The product is: [Br:1][C:2]1[C:7]([NH:8][C:9](=[O:12])[CH2:10][N:21]2[CH2:22][CH2:23][N:18]([CH2:17][CH2:16][OH:15])[CH2:19][CH2:20]2)=[C:6]([Br:13])[CH:5]=[C:4]([CH3:14])[N:3]=1. (3) Given the reactants [Cl:1][C:2]1[CH:3]=[CH:4][C:5]([N:11]2[CH:15]=[N:14][N:13]=[N:12]2)=[C:6]([CH:10]=1)[C:7]([OH:9])=O.C1CN([P+](ON2N=NC3C=CC=CC2=3)(N2CCCC2)N2CCCC2)CC1.F[P-](F)(F)(F)(F)F.Cl.[CH3:50][NH:51][O:52][CH3:53].C(N(CC)C(C)C)(C)C, predict the reaction product. The product is: [Cl:1][C:2]1[CH:3]=[CH:4][C:5]([N:11]2[CH:15]=[N:14][N:13]=[N:12]2)=[C:6]([CH:10]=1)[C:7]([N:51]([O:52][CH3:53])[CH3:50])=[O:9]. (4) Given the reactants [NH2:1][C:2]1[C:3]([O:14][CH3:15])=[C:4]([CH:7]=[C:8]([C:10]([CH3:13])([CH3:12])[CH3:11])[CH:9]=1)[C:5]#[N:6].C[O:17][C:18](=O)[C:19]1[CH:24]=[CH:23][C:22]([CH3:25])=[C:21]([N:26]2[CH:30]=[C:29]([C:31]3[CH:32]=[N:33][N:34]([C:38]4[CH:43]=[CH:42][CH:41]=[CH:40][CH:39]=4)[C:35]=3[CH2:36][CH3:37])[N:28]=[CH:27]2)[CH:20]=1, predict the reaction product. The product is: [C:10]([C:8]1[CH:7]=[C:4]([C:5]#[N:6])[C:3]([O:14][CH3:15])=[C:2]([NH:1][C:18](=[O:17])[C:19]2[CH:24]=[CH:23][C:22]([CH3:25])=[C:21]([N:26]3[CH:30]=[C:29]([C:31]4[CH:32]=[N:33][N:34]([C:38]5[CH:43]=[CH:42][CH:41]=[CH:40][CH:39]=5)[C:35]=4[CH2:36][CH3:37])[N:28]=[CH:27]3)[CH:20]=2)[CH:9]=1)([CH3:12])([CH3:11])[CH3:13]. (5) The product is: [C:1]([O:5][C:6](=[O:14])/[CH:7]=[CH:8]/[C:9]1[CH:13]=[CH:12][N:11]([S:22]([C:18]2[CH:19]=[CH:20][CH:21]=[C:16]([Br:15])[CH:17]=2)(=[O:24])=[O:23])[CH:10]=1)([CH3:4])([CH3:2])[CH3:3]. Given the reactants [C:1]([O:5][C:6](=[O:14])/[CH:7]=[CH:8]/[C:9]1[CH:13]=[CH:12][NH:11][CH:10]=1)([CH3:4])([CH3:3])[CH3:2].[Br:15][C:16]1[CH:17]=[C:18]([S:22](Cl)(=[O:24])=[O:23])[CH:19]=[CH:20][CH:21]=1, predict the reaction product. (6) Given the reactants [NH2:1][C:2]1[CH:3]=[N:4][CH:5]=[CH:6][C:7]=1[N:8]1[CH2:13][C@H:12]([F:14])[CH2:11][C@H:10]([NH:15]C(=O)OC(C)(C)C)[CH2:9]1.C(OC([NH:30][C:31]1[S:35][C:34]([C:36]2[CH:41]=[CH:40][CH:39]=[CH:38][C:37]=2[F:42])=[N:33][C:32]=1[C:43](O)=[O:44])=O)(C)(C)C, predict the reaction product. The product is: [NH2:30][C:31]1[S:35][C:34]([C:36]2[CH:41]=[CH:40][CH:39]=[CH:38][C:37]=2[F:42])=[N:33][C:32]=1[C:43]([NH:1][C:2]1[CH:3]=[N:4][CH:5]=[CH:6][C:7]=1[N:8]1[CH2:13][C@H:12]([F:14])[CH2:11][C@H:10]([NH2:15])[CH2:9]1)=[O:44].